Dataset: Reaction yield outcomes from USPTO patents with 853,638 reactions. Task: Predict the reaction yield, written as a fraction of the theoretical maximum amount of product (1.0 means a 100% yield; for example, 0.34 means a 34% yield). (1) The reactants are [OH:1][CH:2]([C:31]1[CH:36]=[CH:35][CH:34]=[CH:33][CH:32]=1)[CH2:3][NH:4][C:5]([C:7]1[N:8]=[N:9][C:10]([N:13]2[CH2:18][CH2:17][N:16]([C:19](=[O:30])[C:20]3[CH:25]=[CH:24][CH:23]=[CH:22][C:21]=3[C:26]([F:29])([F:28])[F:27])[CH2:15][CH2:14]2)=[CH:11][CH:12]=1)=[O:6].CC(OI1(OC(C)=O)(OC(C)=O)OC(=O)C2C1=CC=CC=2)=O.S([O-])([O-])(=O)=S.[Na+].[Na+]. The catalyst is ClCCl.C(OCC)C.[Na]. The product is [O:1]=[C:2]([C:31]1[CH:32]=[CH:33][CH:34]=[CH:35][CH:36]=1)[CH2:3][NH:4][C:5]([C:7]1[N:8]=[N:9][C:10]([N:13]2[CH2:18][CH2:17][N:16]([C:19](=[O:30])[C:20]3[CH:25]=[CH:24][CH:23]=[CH:22][C:21]=3[C:26]([F:27])([F:29])[F:28])[CH2:15][CH2:14]2)=[CH:11][CH:12]=1)=[O:6]. The yield is 0.510. (2) The reactants are [OH:1][CH2:2][C:3]1[NH:4][C:5](=[O:13])[C:6]2[N:7]([CH:9]=[CH:10][C:11]=2[CH3:12])[CH:8]=1.[H-].[Na+].[C:16]([Si:20](Cl)([CH3:22])[CH3:21])([CH3:19])([CH3:18])[CH3:17]. The catalyst is C1COCC1. The product is [Si:20]([O:1][CH2:2][C:3]1[NH:4][C:5](=[O:13])[C:6]2[N:7]([CH:9]=[CH:10][C:11]=2[CH3:12])[CH:8]=1)([C:16]([CH3:19])([CH3:18])[CH3:17])([CH3:22])[CH3:21]. The yield is 0.380. (3) The reactants are [OH:1][N:2]1[C:6](=[O:7])[C:5]2=[CH:8][CH:9]=[CH:10][CH:11]=[C:4]2[C:3]1=[O:12].CCN(CC)CC.[Br:20][CH2:21][C:22]1[C:23]([CH2:28]Br)=[CH:24][CH:25]=[CH:26][CH:27]=1. The catalyst is CN(C=O)C. The product is [Br:20][CH2:21][C:22]1[CH:27]=[CH:26][CH:25]=[CH:24][C:23]=1[CH2:28][O:1][N:2]1[C:3](=[O:12])[C:4]2[C:5](=[CH:8][CH:9]=[CH:10][CH:11]=2)[C:6]1=[O:7]. The yield is 0.460. (4) The reactants are [C:1]([C:3]1[CH:4]=[C:5](B(O)O)[CH:6]=[CH:7][CH:8]=1)#[N:2].Br[C:13]1[C:18]([O:19][CH3:20])=[CH:17][C:16]([C:21]([CH3:28])([CH3:27])[C:22]([O:24][CH2:25][CH3:26])=[O:23])=[CH:15][C:14]=1[O:29][CH3:30].[OH-].[Ba+2].[OH-]. The product is [C:1]([C:3]1[CH:4]=[C:5]([C:13]2[C:14]([O:29][CH3:30])=[CH:15][C:16]([C:21]([CH3:27])([CH3:28])[C:22]([O:24][CH2:25][CH3:26])=[O:23])=[CH:17][C:18]=2[O:19][CH3:20])[CH:6]=[CH:7][CH:8]=1)#[N:2]. The catalyst is COCCOC.C1C=CC([P]([Pd]([P](C2C=CC=CC=2)(C2C=CC=CC=2)C2C=CC=CC=2)([P](C2C=CC=CC=2)(C2C=CC=CC=2)C2C=CC=CC=2)[P](C2C=CC=CC=2)(C2C=CC=CC=2)C2C=CC=CC=2)(C2C=CC=CC=2)C2C=CC=CC=2)=CC=1. The yield is 0.470. (5) The reactants are Br[C:2]1[CH:3]=[C:4]([NH:10][C:11]2[CH:26]=[C:14]3[CH2:15][N:16]([C:19]([O:21][C:22]([CH3:25])([CH3:24])[CH3:23])=[O:20])[CH2:17][CH2:18][N:13]3[N:12]=2)[C:5](=[O:9])[N:6]([CH3:8])[CH:7]=1.[C:27]([O:30][CH2:31][C:32]1[C:33]([N:47]2[CH2:59][CH2:58][N:50]3[C:51]4[CH2:52][CH2:53][CH2:54][CH2:55][C:56]=4[CH:57]=[C:49]3[C:48]2=[O:60])=[N:34][CH:35]=[CH:36][C:37]=1B1OC(C)(C)C(C)(C)O1)(=[O:29])[CH3:28].C([O-])(=O)C.[Na+].[O-]P([O-])([O-])=O.[K+].[K+].[K+]. The catalyst is C1C=CC(P(C2C=CC=CC=2)[C-]2C=CC=C2)=CC=1.C1C=CC(P(C2C=CC=CC=2)[C-]2C=CC=C2)=CC=1.Cl[Pd]Cl.[Fe+2].O.C(#N)C. The product is [C:27]([O:30][CH2:31][C:32]1[C:33]([N:47]2[CH2:59][CH2:58][N:50]3[C:51]4[CH2:52][CH2:53][CH2:54][CH2:55][C:56]=4[CH:57]=[C:49]3[C:48]2=[O:60])=[N:34][CH:35]=[CH:36][C:37]=1[C:2]1[CH:3]=[C:4]([NH:10][C:11]2[CH:26]=[C:14]3[CH2:15][N:16]([C:19]([O:21][C:22]([CH3:25])([CH3:24])[CH3:23])=[O:20])[CH2:17][CH2:18][N:13]3[N:12]=2)[C:5](=[O:9])[N:6]([CH3:8])[CH:7]=1)(=[O:29])[CH3:28]. The yield is 0.820. (6) The reactants are [C:1](O)(=[O:7])[CH2:2][CH2:3][CH2:4][C:5]#[CH:6].C(N(CC)CC)C.ClC(OCC(C)C)=O.[CH3:24][C:25]([CH3:38])([CH2:36][CH3:37])[C:26](=[O:35])[C:27]([CH:29]1[CH2:34][CH2:33][CH2:32][NH:31][NH:30]1)=[O:28]. No catalyst specified. The product is [C:1]([N:30]1[CH:29]([C:27](=[O:28])[C:26](=[O:35])[C:25]([CH3:38])([CH3:24])[CH2:36][CH3:37])[CH2:34][CH2:33][CH2:32][NH:31]1)(=[O:7])[CH2:2][CH2:3][CH2:4][C:5]#[CH:6]. The yield is 0.630. (7) The reactants are C([O:3][C:4]([C:6]1[C:7]([CH3:29])=[C:8]([C:22]([O:24][C:25]([CH3:28])([CH3:27])[CH3:26])=[O:23])[NH:9][C:10]=1[CH2:11][CH2:12][CH2:13][NH:14][CH2:15][CH2:16][N:17]1[CH2:21][CH2:20][CH2:19][CH2:18]1)=O)C.C[Al](C)C. The catalyst is C1(C)C=CC=CC=1. The product is [C:25]([O:24][C:22]([C:8]1[NH:9][C:10]2[CH2:11][CH2:12][CH2:13][N:14]([CH2:15][CH2:16][N:17]3[CH2:21][CH2:20][CH2:19][CH2:18]3)[C:4](=[O:3])[C:6]=2[C:7]=1[CH3:29])=[O:23])([CH3:28])([CH3:27])[CH3:26]. The yield is 0.650. (8) The reactants are C([O:3][C:4]([C:6]1[CH:7]=[N:8][C:9]2[C:14]([CH:15]=1)=[N:13][C:12]([O:16][CH3:17])=[CH:11][CH:10]=2)=[O:5])C.[OH-].[Na+]. The catalyst is C(O)C. The product is [CH3:17][O:16][C:12]1[N:13]=[C:14]2[C:9](=[CH:10][CH:11]=1)[N:8]=[CH:7][C:6]([C:4]([OH:5])=[O:3])=[CH:15]2. The yield is 0.820. (9) The reactants are [CH3:1][S:2]([C:5]1[CH:23]=[CH:22][C:8]([CH:9]=[C:10]2[C:19]3[C:14](=[CH:15][CH:16]=[CH:17][CH:18]=3)[CH2:13][CH2:12]/[C:11]/2=[N:20]\[OH:21])=[CH:7][CH:6]=1)(=[O:4])=[O:3].[C:24](Br)(=[O:26])[CH3:25].C(N(CC)CC)C. The catalyst is ClCCl. The product is [C:24]([O:21]/[N:20]=[C:11]1/[C:10](=[CH:9][C:8]2[CH:7]=[CH:6][C:5]([S:2]([CH3:1])(=[O:4])=[O:3])=[CH:23][CH:22]=2)[C:19]2[C:14]([CH2:13][CH2:12]/1)=[CH:15][CH:16]=[CH:17][CH:18]=2)(=[O:26])[CH3:25]. The yield is 0.600. (10) The reactants are [CH2:1]([O:8][C:9]1[CH:10]=[C:11]([CH:20]=[CH:21][CH:22]=1)[CH:12]=[C:13]1[C:17](=[O:18])[O:16][C:15]([CH3:19])=[N:14]1)[C:2]1[CH:7]=[CH:6][CH:5]=[CH:4][CH:3]=1.C([O-])(=O)C.[Na+].[CH3:28][OH:29]. No catalyst specified. The product is [CH3:28][O:29][C:17](=[O:18])[C:13]([NH:14][C:15](=[O:16])[CH3:19])=[CH:12][C:11]1[CH:20]=[CH:21][CH:22]=[C:9]([O:8][CH2:1][C:2]2[CH:3]=[CH:4][CH:5]=[CH:6][CH:7]=2)[CH:10]=1. The yield is 0.670.